Dataset: Peptide-MHC class I binding affinity with 185,985 pairs from IEDB/IMGT. Task: Regression. Given a peptide amino acid sequence and an MHC pseudo amino acid sequence, predict their binding affinity value. This is MHC class I binding data. (1) The peptide sequence is QLCDEITIL. The MHC is HLA-A03:01 with pseudo-sequence HLA-A03:01. The binding affinity (normalized) is 0.0847. (2) The peptide sequence is EVVPGDYPM. The MHC is HLA-A26:01 with pseudo-sequence HLA-A26:01. The binding affinity (normalized) is 0.898. (3) The peptide sequence is LYRKLKREI. The MHC is HLA-A02:01 with pseudo-sequence HLA-A02:01. The binding affinity (normalized) is 0. (4) The peptide sequence is VERLKHGTF. The MHC is HLA-B15:17 with pseudo-sequence HLA-B15:17. The binding affinity (normalized) is 0.0847.